This data is from Full USPTO retrosynthesis dataset with 1.9M reactions from patents (1976-2016). The task is: Predict the reactants needed to synthesize the given product. (1) Given the product [F:1][C:2]1[CH:7]=[CH:6][CH:5]=[C:4]([F:8])[C:3]=1[C:9]1[C:18]2[CH:17]=[C:16]([CH2:19][OH:20])[CH:15]=[CH:14][C:13]=2[C:12]2[NH:21][N:22]=[C:23]([NH:24][CH:25]3[CH2:30][CH2:29][N:28]([S:31]([NH2:34])(=[O:33])=[O:32])[CH2:27][CH2:26]3)[C:11]=2[N:10]=1, predict the reactants needed to synthesize it. The reactants are: [F:1][C:2]1[CH:7]=[CH:6][CH:5]=[C:4]([F:8])[C:3]=1[C:9]1[C:18]2[CH:17]=[C:16]([CH2:19][OH:20])[CH:15]=[CH:14][C:13]=2[C:12]2=[N:21][N:22](COCC[Si](C)(C)C)[C:23]([NH:24][CH:25]3[CH2:30][CH2:29][N:28]([S:31]([NH2:34])(=[O:33])=[O:32])[CH2:27][CH2:26]3)=[C:11]2[N:10]=1.C(Cl)Cl.C(O)(C(F)(F)F)=O.N. (2) Given the product [CH:5]([NH:8][C:11]([C:13]1[O:17][N:16]=[C:15]([O:18][CH2:19][C:20]2[C:21]([C:26]3[CH:31]=[CH:30][CH:29]=[CH:28][CH:27]=3)=[N:22][O:23][C:24]=2[CH3:25])[CH:14]=1)=[O:10])([CH3:7])[CH3:6], predict the reactants needed to synthesize it. The reactants are: C[Al](C)C.[CH:5]([NH2:8])([CH3:7])[CH3:6].C[O:10][C:11]([C:13]1[O:17][N:16]=[C:15]([O:18][CH2:19][C:20]2[C:21]([C:26]3[CH:31]=[CH:30][CH:29]=[CH:28][CH:27]=3)=[N:22][O:23][C:24]=2[CH3:25])[CH:14]=1)=O.[C@H](O)(C([O-])=O)[C@@H](O)C([O-])=O.[Na+].[K+]. (3) Given the product [NH:32]1[C:33]2=[N:34][CH:35]=[CH:36][CH:37]=[C:38]2[C:30]([CH2:29][O:28][CH2:27][CH:24]2[CH2:25][CH2:26][C:21]([CH2:14][C:15]3[CH:20]=[CH:19][CH:18]=[CH:17][CH:16]=3)([N:46]([CH3:48])[CH3:47])[CH2:22][CH2:23]2)=[CH:31]1, predict the reactants needed to synthesize it. The reactants are: O.[F-].C([N+](C)(C)C)C1C=CC=CC=1.[CH2:14]([C:21]1([N:46]([CH3:48])[CH3:47])[CH2:26][CH2:25][CH:24]([CH2:27][O:28][CH2:29][C:30]2[C:38]3[C:33](=[N:34][CH:35]=[CH:36][CH:37]=3)[NH:32][C:31]=2[Si](CC)(CC)CC)[CH2:23][CH2:22]1)[C:15]1[CH:20]=[CH:19][CH:18]=[CH:17][CH:16]=1. (4) Given the product [OH:2][C:3]1[CH:15]=[C:14]2[C:6]([C:7]3[CH:12]([CH:13]2[CH2:16][CH2:17][CH3:18])[CH2:11][CH2:10][C:9](=[O:19])[C:8]=3[CH3:20])=[CH:5][CH:4]=1, predict the reactants needed to synthesize it. The reactants are: C[O:2][C:3]1[CH:15]=[C:14]2[C:6]([C:7]3[CH:12]([CH:13]2[CH2:16][CH2:17][CH3:18])[CH2:11][CH2:10][C:9](=[O:19])[C:8]=3[CH3:20])=[CH:5][CH:4]=1.B(Br)(Br)Br. (5) Given the product [CH:21]1([C:19]([N:16]2[CH2:17][CH2:18][C@@H:14]([CH2:13][N:12]3[CH:11]=[N:10][N:9]=[C:8]3[C:5]3[CH:6]=[CH:7][C:2]([C:29]4[CH:28]=[CH:27][C:26]([F:25])=[CH:31][C:30]=4[F:32])=[CH:3][C:4]=3[F:24])[CH2:15]2)=[O:20])[CH2:23][CH2:22]1, predict the reactants needed to synthesize it. The reactants are: Br[C:2]1[CH:7]=[CH:6][C:5]([C:8]2[N:12]([CH2:13][C@@H:14]3[CH2:18][CH2:17][N:16]([C:19]([CH:21]4[CH2:23][CH2:22]4)=[O:20])[CH2:15]3)[CH:11]=[N:10][N:9]=2)=[C:4]([F:24])[CH:3]=1.[F:25][C:26]1[CH:31]=[C:30]([F:32])[CH:29]=[CH:28][C:27]=1B(O)O. (6) Given the product [CH3:21][C:2]1[C:10]2[C:5](=[CH:6][C:7]([N+:12]([O-:14])=[O:13])=[CH:8][C:9]=2[CH3:11])[N:4]([CH:15]2[CH2:20][CH2:19][CH2:18][CH2:17][O:16]2)[N:3]=1, predict the reactants needed to synthesize it. The reactants are: I[C:2]1[C:10]2[C:5](=[CH:6][C:7]([N+:12]([O-:14])=[O:13])=[CH:8][C:9]=2[CH3:11])[N:4]([CH:15]2[CH2:20][CH2:19][CH2:18][CH2:17][O:16]2)[N:3]=1.[CH3:21]B(O)O.C(=O)([O-])[O-].[Cs+].[Cs+]. (7) Given the product [Br:21][C:13]1[C:12]2[C:17](=[CH:18][CH:19]=[C:10]([C:8]([C:5]3[CH:6]=[CH:7][C:2]([Cl:1])=[CH:3][CH:4]=3)=[O:9])[CH:11]=2)[N:16]=[C:15]([O:22][C:5]([CH3:8])([CH3:6])[CH3:4])[CH:14]=1, predict the reactants needed to synthesize it. The reactants are: [Cl:1][C:2]1[CH:7]=[CH:6][C:5]([C:8]([C:10]2[CH:11]=[C:12]3[C:17](=[CH:18][CH:19]=2)[N:16]=[C:15](Br)[CH:14]=[C:13]3[Br:21])=[O:9])=[CH:4][CH:3]=1.[OH2:22]. (8) Given the product [C:2]([NH:5][C:6]1[C:7]([F:26])=[CH:8][C:9]([Cl:1])=[C:10]([CH:24]=1)[O:11][C:12]1[CH:23]=[CH:22][CH:21]=[CH:20][C:13]=1[O:14][CH2:15][C:16]([O:18][CH3:19])=[O:17])(=[O:4])[CH3:3], predict the reactants needed to synthesize it. The reactants are: [ClH:1].[C:2]([NH:5][C:6]1[C:7]([F:26])=[CH:8][C:9](N)=[C:10]([CH:24]=1)[O:11][C:12]1[CH:23]=[CH:22][CH:21]=[CH:20][C:13]=1[O:14][CH2:15][C:16]([O:18][CH3:19])=[O:17])(=[O:4])[CH3:3].N([O-])=O.[Na+].